From a dataset of Full USPTO retrosynthesis dataset with 1.9M reactions from patents (1976-2016). Predict the reactants needed to synthesize the given product. (1) Given the product [Cl:27][C:24]1[CH:25]=[CH:26][C:21]([C:19]2[CH2:18][O:17][C:16](=[O:28])[N:15]([CH2:14][C:13]3[CH:29]=[C:30]4[C:10](=[CH:11][CH:12]=3)[NH:9][C:4](=[O:5])[CH:3]4[S:2][CH3:1])[N:20]=2)=[CH:22][CH:23]=1, predict the reactants needed to synthesize it. The reactants are: [CH3:1][S:2][CH2:3][C:4](OCC)=[O:5].[NH2:9][C:10]1[CH:30]=[CH:29][C:13]([CH2:14][N:15]2[N:20]=[C:19]([C:21]3[CH:26]=[CH:25][C:24]([Cl:27])=[CH:23][CH:22]=3)[CH2:18][O:17][C:16]2=[O:28])=[CH:12][CH:11]=1.C(OCl)(C)(C)C.C(N(CC)CC)C.Cl. (2) Given the product [O:14]=[C:13]1[NH:17][C:7]2[C:8](=[CH:9][CH:10]=[C:5]([CH2:4][C:3]([O:2][CH3:1])=[O:20])[CH:6]=2)[NH:11][CH2:12]1, predict the reactants needed to synthesize it. The reactants are: [CH3:1][O:2][C:3](=[O:20])[CH2:4][C:5]1[CH:10]=[CH:9][C:8]([NH:11][CH2:12][C:13](OC)=[O:14])=[C:7]([N+:17]([O-])=O)[CH:6]=1. (3) Given the product [Cl:1][C:2]1[C:10]2[N:9]=[C:8]3[N:11]([C:15]4[CH:20]=[CH:19][C:18]([Cl:21])=[CH:17][C:16]=4[Cl:22])[CH2:12][CH2:13][CH2:14][N:7]3[C:6]=2[C:5]([CH:23]([CH2:28][CH3:29])[CH2:24][C:25]#[N:27])=[CH:4][CH:3]=1, predict the reactants needed to synthesize it. The reactants are: [Cl:1][C:2]1[C:10]2[N:9]=[C:8]3[N:11]([C:15]4[CH:20]=[CH:19][C:18]([Cl:21])=[CH:17][C:16]=4[Cl:22])[CH2:12][CH2:13][CH2:14][N:7]3[C:6]=2[C:5]([CH:23]([CH2:28][CH3:29])[CH2:24][C:25]([NH2:27])=O)=[CH:4][CH:3]=1.C(N(CC)CC)C.FC(F)(F)C(OC(=O)C(F)(F)F)=O. (4) Given the product [CH2:1]([N:5]1[C:13]2[N:12]=[C:11]([Cl:14])[NH:10][C:9]=2[C:8](=[O:18])[N:7]([CH2:34][CH2:33][CH2:32][CH2:31][C:29]2[O:28][N:27]=[C:26]([C:20]3[CH:25]=[CH:24][CH:23]=[CH:22][CH:21]=3)[CH:30]=2)[C:6]1=[O:19])[CH2:2][CH2:3][CH3:4], predict the reactants needed to synthesize it. The reactants are: [CH2:1]([N:5]1[C:13]2[N:12]=[C:11]([Cl:14])[N:10](CC=C)[C:9]=2[C:8](=[O:18])[NH:7][C:6]1=[O:19])[CH2:2][CH2:3][CH3:4].[C:20]1([C:26]2[CH:30]=[C:29]([CH2:31][CH2:32][CH2:33][CH2:34]O)[O:28][N:27]=2)[CH:25]=[CH:24][CH:23]=[CH:22][CH:21]=1.N(C(OCC1C=CC=CC=1)=O)=NC(OCC1C=CC=CC=1)=O.C1(P(C2C=CC=CC=2)C2C=CC=CC=2)C=CC=CC=1. (5) Given the product [NH2:1][C:2]1[N:7]=[CH:6][N:5]=[C:4]2[N:8]([CH:12]([C:14]3[O:15][C:16]4[C:21]([C:22](=[O:31])[C:23]=3[C:24]3[CH:29]=[CH:28][CH:27]=[C:26]([F:30])[CH:25]=3)=[CH:20][CH:19]=[CH:18][CH:17]=4)[CH3:13])[N:9]=[C:10]([C:36]3[CH:37]=[CH:38][CH:39]=[C:40]4[C:35]=3[CH:34]=[N:33][NH:32]4)[C:3]=12, predict the reactants needed to synthesize it. The reactants are: [NH2:1][C:2]1[N:7]=[CH:6][N:5]=[C:4]2[N:8]([CH:12]([C:14]3[O:15][C:16]4[C:21]([C:22](=[O:31])[C:23]=3[C:24]3[CH:29]=[CH:28][CH:27]=[C:26]([F:30])[CH:25]=3)=[CH:20][CH:19]=[CH:18][CH:17]=4)[CH3:13])[N:9]=[C:10](I)[C:3]=12.[NH:32]1[C:40]2[CH:39]=[CH:38][CH:37]=[C:36](B3OC(C)(C)C(C)(C)O3)[C:35]=2[CH:34]=[N:33]1.C(=O)([O-])[O-].[Na+].[Na+].ClCCl. (6) Given the product [F:13][C:14]([F:23])([F:22])[C:15]([OH:21])([CH2:18][O:19][CH3:20])[C:16](=[N:1][C:2]1[CH:11]=[CH:10][CH:9]=[C:8]2[C:3]=1[CH:4]=[CH:5][C:6](=[O:12])[NH:7]2)[C:25]1[CH:24]=[CH:4][CH:3]=[CH:2][CH:11]=1, predict the reactants needed to synthesize it. The reactants are: [NH2:1][C:2]1[CH:11]=[CH:10][CH:9]=[C:8]2[C:3]=1[CH:4]=[CH:5][C:6](=[O:12])[NH:7]2.[F:13][C:14]([F:23])([F:22])[C:15]([OH:21])([CH2:18][O:19][CH3:20])[CH:16]=O.[C:24](O)(=O)[CH3:25].[F-].[NH4+].